From a dataset of Forward reaction prediction with 1.9M reactions from USPTO patents (1976-2016). Predict the product of the given reaction. (1) Given the reactants [OH:1][C:2]1[CH:11]=[CH:10][CH:9]=[C:8]([OH:12])[C:3]=1[C:4]([O:6][CH3:7])=[O:5].[C:13]([NH:20][CH2:21][CH2:22][CH2:23][CH2:24]O)([O:15][C:16]([CH3:19])([CH3:18])[CH3:17])=[O:14].C1C=CC(P(C2C=CC=CC=2)C2C=CC=CC=2)=CC=1.CCOC(/N=N/C(OCC)=O)=O, predict the reaction product. The product is: [CH3:7][O:6][C:4](=[O:5])[C:3]1[C:2]([OH:1])=[CH:11][CH:10]=[CH:9][C:8]=1[O:12][CH2:24][CH2:23][CH2:22][CH2:21][NH:20][C:13]([O:15][C:16]([CH3:17])([CH3:19])[CH3:18])=[O:14]. (2) Given the reactants [NH2:1]/[C:2](=[N:4]\[O:5][C:6](=O)[C@@H:7]([NH:12][C:13]([C:15]1[N:16]=[C:17]([C:31]2[CH:36]=[CH:35][CH:34]=[CH:33][CH:32]=2)[N:18]2[CH2:23][CH2:22][N:21]([C:24]([O:26][C:27]([CH3:30])([CH3:29])[CH3:28])=[O:25])[CH2:20][C:19]=12)=[O:14])[C:8]([CH3:11])([CH3:10])[CH3:9])/[CH3:3], predict the reaction product. The product is: [CH3:10][C:8]([CH3:9])([CH3:11])[C@H:7]([NH:12][C:13]([C:15]1[N:16]=[C:17]([C:31]2[CH:32]=[CH:33][CH:34]=[CH:35][CH:36]=2)[N:18]2[CH2:23][CH2:22][N:21]([C:24]([O:26][C:27]([CH3:28])([CH3:29])[CH3:30])=[O:25])[CH2:20][C:19]=12)=[O:14])[C:6]1[O:5][N:4]=[C:2]([CH3:3])[N:1]=1. (3) Given the reactants [CH3:1][C:2]1[CH:8]=[CH:7][CH:6]=[C:5]([CH3:9])[C:3]=1[NH2:4].C(N(CC)CC)C.O1CCCC1.[Br:22][C:23]1[CH:24]=[C:25]([CH:29]=[CH:30][CH:31]=1)[C:26](Cl)=[O:27], predict the reaction product. The product is: [CH3:1][C:2]1[CH:8]=[CH:7][CH:6]=[C:5]([CH3:9])[C:3]=1[NH:4][C:26](=[O:27])[C:25]1[CH:29]=[CH:30][CH:31]=[C:23]([Br:22])[CH:24]=1. (4) Given the reactants C(OC([CH2:8][CH2:9][NH:10][C:11]1[CH:12]=[C:13]([C:25]([OH:27])=O)[C:14](=[O:24])[N:15]([C:17]2[CH:22]=[CH:21][C:20]([F:23])=[CH:19][CH:18]=2)[CH:16]=1)=O)(C)(C)C.Cl.Cl.[F:30][C:31]1[CH:32]=[C:33]([NH:58]C(NC(=O)CC2C=CC(F)=CC=2)=S)[CH:34]=[CH:35][C:36]=1[O:37][C:38]1[C:43]2=[C:44]([CH3:57])C(OCCN3CCN(C)CC3)=CN2N=CN=1.CN([P+](ON1N=[N:90][C:85]2[CH:86]=CC=CC1=2)(N(C)C)N(C)C)C.F[P-](F)(F)(F)(F)F.C([N:101]([CH2:104]C)CC)C.C[N:107](C=O)C, predict the reaction product. The product is: [NH:101]1[C:104]2=[N:90][CH:85]=[CH:86][C:38]([O:37][C:36]3[CH:35]=[CH:34][C:33]([NH:58][C:25]([C:13]4[C:14](=[O:24])[N:15]([C:17]5[CH:18]=[CH:19][C:20]([F:23])=[CH:21][CH:22]=5)[CH:16]=[C:11]([NH:10][CH2:9][CH2:8][NH2:107])[CH:12]=4)=[O:27])=[CH:32][C:31]=3[F:30])=[C:43]2[CH:44]=[CH:57]1. (5) Given the reactants [Cl:1][C:2]1[CH:7]=[CH:6][N:5]=[C:4]2[CH:8]=[C:9]([C:11]3[S:12][C:13]([C:17]([OH:19])=O)=[C:14]([CH3:16])[N:15]=3)[S:10][C:3]=12.[Cl:20]CCCl.CN(C)C=O.S(Cl)(Cl)=O, predict the reaction product. The product is: [Cl:1][C:2]1[CH:7]=[CH:6][N:5]=[C:4]2[CH:8]=[C:9]([C:11]3[S:12][C:13]([C:17]([Cl:20])=[O:19])=[C:14]([CH3:16])[N:15]=3)[S:10][C:3]=12. (6) Given the reactants ClC1C=C2[C:8](=[CH:9][CH:10]=1)[N:7](S(C1C=CC=CC=1)(=O)=O)C(C(OCC)=O)=C2S(Cl)(=O)=O.[Br:29][C:30]1[CH:31]=[C:32]2[C:36](=[CH:37][CH:38]=1)[N:35](S(C1C=CC=CC=1)(=O)=O)[C:34]([C:48]([O:50]CC)=O)=[C:33]2[S:53](Cl)(=[O:55])=[O:54].Cl.CN.C1([NH2:63])CC1, predict the reaction product. The product is: [Br:29][C:30]1[CH:31]=[C:32]2[C:36](=[CH:37][CH:38]=1)[NH:35][C:34]([C:48]([NH2:63])=[O:50])=[C:33]2[S:53]([NH:7][CH:8]1[CH2:9][CH2:10]1)(=[O:54])=[O:55].